Dataset: CYP3A4 inhibition data for predicting drug metabolism from PubChem BioAssay. Task: Regression/Classification. Given a drug SMILES string, predict its absorption, distribution, metabolism, or excretion properties. Task type varies by dataset: regression for continuous measurements (e.g., permeability, clearance, half-life) or binary classification for categorical outcomes (e.g., BBB penetration, CYP inhibition). Dataset: cyp3a4_veith. (1) The drug is O=C(Oc1ccccc1[N+](=O)[O-])c1cccnc1. The result is 0 (non-inhibitor). (2) The molecule is Cc1cnc(CNc2ccnc(-c3cccc(NS(C)(=O)=O)c3)n2)cn1. The result is 1 (inhibitor). (3) The compound is NC(=S)N/N=C/c1ccccc1OCc1cccc(Cl)c1. The result is 0 (non-inhibitor).